From a dataset of NCI-60 drug combinations with 297,098 pairs across 59 cell lines. Regression. Given two drug SMILES strings and cell line genomic features, predict the synergy score measuring deviation from expected non-interaction effect. (1) Drug 1: CC1=C(C(=CC=C1)Cl)NC(=O)C2=CN=C(S2)NC3=CC(=NC(=N3)C)N4CCN(CC4)CCO. Drug 2: CC(C)CN1C=NC2=C1C3=CC=CC=C3N=C2N. Cell line: HCT-15. Synergy scores: CSS=3.17, Synergy_ZIP=-4.81, Synergy_Bliss=-9.62, Synergy_Loewe=-17.5, Synergy_HSA=-10.1. (2) Drug 1: CC1CCC2CC(C(=CC=CC=CC(CC(C(=O)C(C(C(=CC(C(=O)CC(OC(=O)C3CCCCN3C(=O)C(=O)C1(O2)O)C(C)CC4CCC(C(C4)OC)O)C)C)O)OC)C)C)C)OC. Drug 2: CC1CCCC2(C(O2)CC(NC(=O)CC(C(C(=O)C(C1O)C)(C)C)O)C(=CC3=CSC(=N3)C)C)C. Cell line: RXF 393. Synergy scores: CSS=29.1, Synergy_ZIP=1.15, Synergy_Bliss=1.28, Synergy_Loewe=-2.67, Synergy_HSA=0.692. (3) Drug 1: C1=CC(=C2C(=C1NCCNCCO)C(=O)C3=C(C=CC(=C3C2=O)O)O)NCCNCCO. Drug 2: CC1C(C(=O)NC(C(=O)N2CCCC2C(=O)N(CC(=O)N(C(C(=O)O1)C(C)C)C)C)C(C)C)NC(=O)C3=C4C(=C(C=C3)C)OC5=C(C(=O)C(=C(C5=N4)C(=O)NC6C(OC(=O)C(N(C(=O)CN(C(=O)C7CCCN7C(=O)C(NC6=O)C(C)C)C)C)C(C)C)C)N)C. Cell line: SK-OV-3. Synergy scores: CSS=50.7, Synergy_ZIP=-3.58, Synergy_Bliss=-3.42, Synergy_Loewe=-5.38, Synergy_HSA=-4.21.